From a dataset of Full USPTO retrosynthesis dataset with 1.9M reactions from patents (1976-2016). Predict the reactants needed to synthesize the given product. (1) Given the product [Cl:24][C:12]1[C:13]2[C:18](=[CH:17][CH:16]=[C:15]([O:19][CH3:20])[CH:14]=2)[C:9]([C:4]2[CH:5]=[CH:6][C:7]([CH3:8])=[C:2]([CH3:1])[CH:3]=2)=[N:10][N:11]=1, predict the reactants needed to synthesize it. The reactants are: [CH3:1][C:2]1[CH:3]=[C:4]([C:9]2[C:18]3[C:13](=[CH:14][C:15]([O:19][CH3:20])=[CH:16][CH:17]=3)[C:12](=O)[NH:11][N:10]=2)[CH:5]=[CH:6][C:7]=1[CH3:8].P(Cl)(Cl)([Cl:24])=O. (2) The reactants are: [F:1][C:2]([F:20])([F:19])[C:3]1[CH:4]=[C:5](C(C)(C)C(O)=O)[CH:6]=[C:7]([C:9]([F:12])([F:11])[F:10])[CH:8]=1.CC[N:23]([CH2:26]C)CC.C1(P(N=[N+]=[N-])(C2C=CC=CC=2)=[O:35])C=CC=CC=1.[CH:45]1[CH:50]=CC=C[CH:46]=1. Given the product [F:20][C:2]([F:1])([F:19])[C:3]1[CH:4]=[CH:5][CH:6]=[C:7]([C:9]([F:10])([F:11])[F:12])[C:8]=1[C:45]([N:23]=[C:26]=[O:35])([CH3:50])[CH3:46], predict the reactants needed to synthesize it. (3) Given the product [ClH:35].[C:1]1([S:7]([C:10]2[CH:11]=[C:12]([C:30]3[CH:34]=[N:33][NH:32][CH:31]=3)[C:13]3[O:22][C:21]4[CH2:20][CH2:19][NH:18][CH2:17][C:16]=4[C:14]=3[CH:15]=2)(=[O:8])=[O:9])[CH:6]=[CH:5][CH:4]=[CH:3][CH:2]=1, predict the reactants needed to synthesize it. The reactants are: [C:1]1([S:7]([C:10]2[CH:11]=[C:12]([C:30]3[CH:31]=[N:32][NH:33][CH:34]=3)[C:13]3[O:22][C:21]4[CH2:20][CH2:19][N:18](C(OC(C)(C)C)=O)[CH2:17][C:16]=4[C:14]=3[CH:15]=2)(=[O:9])=[O:8])[CH:6]=[CH:5][CH:4]=[CH:3][CH:2]=1.[ClH:35].